This data is from Reaction yield outcomes from USPTO patents with 853,638 reactions. The task is: Predict the reaction yield, written as a fraction of the theoretical maximum amount of product (1.0 means a 100% yield; for example, 0.34 means a 34% yield). (1) The reactants are Br[C:2]1[N:7]=[C:6]([C:8]([O:10][CH3:11])=[O:9])[CH:5]=[CH:4][C:3]=1[F:12].[F:13][C:14]1[CH:15]=[C:16]([N:30]2[CH2:35][CH2:34][O:33][CH2:32][CH2:31]2)[CH:17]=[C:18]([F:29])[C:19]=1B1OC(C)(C)C(C)(C)O1. No catalyst specified. The product is [F:13][C:14]1[CH:15]=[C:16]([N:30]2[CH2:31][CH2:32][O:33][CH2:34][CH2:35]2)[CH:17]=[C:18]([F:29])[C:19]=1[C:2]1[N:7]=[C:6]([C:8]([O:10][CH3:11])=[O:9])[CH:5]=[CH:4][C:3]=1[F:12]. The yield is 0.750. (2) The reactants are [CH:1]1([C@H:7]([NH:9][C:10](=[O:18])[C:11]2[CH:16]=[CH:15][C:14]([CH3:17])=[N:13][CH:12]=2)[CH3:8])[CH2:6][CH2:5][CH2:4][CH2:3][CH2:2]1.CC1C=CC(C(O)=[O:25])=CN=1.C1C=C(Cl)C=C(C(OO)=O)C=1.C([O-])(O)=O.[Na+]. The catalyst is C(Cl)(Cl)Cl. The product is [CH:1]1([C@H:7]([NH:9][C:10](=[O:18])[C:11]2[CH:16]=[CH:15][C:14]([CH2:17][OH:25])=[N:13][CH:12]=2)[CH3:8])[CH2:6][CH2:5][CH2:4][CH2:3][CH2:2]1. The yield is 0.380. (3) The reactants are [CH2:1]([S:5]([O:8][C:9]1[CH:14]=[CH:13][C:12]([CH2:15][CH2:16][CH2:17][C:18]2[CH:23]=[CH:22][C:21]([CH2:24][OH:25])=[CH:20][C:19]=2[O:26][CH2:27][CH2:28][CH2:29][CH3:30])=[CH:11][C:10]=1[O:31][CH3:32])(=[O:7])=[O:6])[CH2:2][CH2:3][CH3:4]. The catalyst is ClCCl.[O-2].[Mn+2]. The product is [CH2:1]([S:5]([O:8][C:9]1[CH:14]=[CH:13][C:12]([CH2:15][CH2:16][CH2:17][C:18]2[CH:23]=[CH:22][C:21]([CH:24]=[O:25])=[CH:20][C:19]=2[O:26][CH2:27][CH2:28][CH2:29][CH3:30])=[CH:11][C:10]=1[O:31][CH3:32])(=[O:6])=[O:7])[CH2:2][CH2:3][CH3:4]. The yield is 0.940. (4) The reactants are [NH:1]1[CH2:4][CH:3]([C:5]2[N:16]([C@H:17]3[CH2:22][CH2:21][C@H:20]([CH2:23][C:24]#[N:25])[CH2:19][CH2:18]3)[C:8]3=[C:9]4[S:15][CH:14]=[CH:13][C:10]4=[N:11][CH:12]=[C:7]3[N:6]=2)[CH2:2]1.O1CCC[CH2:27]1.C=O.C(O[BH-](OC(=O)C)OC(=O)C)(=O)C.[Na+]. The catalyst is CO.C(#N)C. The product is [CH3:27][N:1]1[CH2:4][CH:3]([C:5]2[N:16]([C@H:17]3[CH2:18][CH2:19][C@H:20]([CH2:23][C:24]#[N:25])[CH2:21][CH2:22]3)[C:8]3=[C:9]4[S:15][CH:14]=[CH:13][C:10]4=[N:11][CH:12]=[C:7]3[N:6]=2)[CH2:2]1. The yield is 0.0600. (5) The reactants are [N+:1]([C:4]1[CH:12]=[C:11]2[C:7]([CH:8]=[CH:9][NH:10]2)=[CH:6][CH:5]=1)([O-:3])=[O:2].ClS([N:17]=[C:18]=O)(=O)=O.C([O-])(O)=O.[Na+]. The catalyst is CN(C=O)C.CC#N. The product is [N+:1]([C:4]1[CH:12]=[C:11]2[C:7]([C:8]([C:18]#[N:17])=[CH:9][NH:10]2)=[CH:6][CH:5]=1)([O-:3])=[O:2]. The yield is 0.820. (6) The reactants are FC1C=CC(NC(=O)NC2C=CC(C3C=C4C(CN([C@@H](C(C)C)C(O)=O)C4=O)=CC=3)=CC=2)=CC=1.[C:35]([C:37]1[CH:38]=[C:39]([NH:43][C:44](=[O:70])[NH:45][C:46]2[CH:51]=[CH:50][C:49]([C:52]3[CH:60]=[C:59]4[C:55]([CH2:56][N:57]([C@@H:62]([CH:67]([CH3:69])[CH3:68])[C:63]([O:65]C)=[O:64])[C:58]4=[O:61])=[CH:54][CH:53]=3)=[CH:48][CH:47]=2)[CH:40]=[CH:41][CH:42]=1)#[N:36]. No catalyst specified. The product is [C:35]([C:37]1[CH:38]=[C:39]([NH:43][C:44](=[O:70])[NH:45][C:46]2[CH:47]=[CH:48][C:49]([C:52]3[CH:60]=[C:59]4[C:55]([CH2:56][N:57]([C@@H:62]([CH:67]([CH3:68])[CH3:69])[C:63]([OH:65])=[O:64])[C:58]4=[O:61])=[CH:54][CH:53]=3)=[CH:50][CH:51]=2)[CH:40]=[CH:41][CH:42]=1)#[N:36]. The yield is 0.840. (7) The reactants are CO[C:3](=[O:26])[CH:4]([C:18]1[CH:23]=[CH:22][C:21]([Cl:24])=[C:20]([Cl:25])[CH:19]=1)[CH2:5][CH:6]1[CH2:10][CH2:9][CH2:8][CH:7]1[O:11][CH:12]1[CH2:17][CH2:16][CH2:15][CH2:14][O:13]1.[CH3:27][NH:28][C:29]([NH2:31])=[O:30].C[O-].[Mg+2].C[O-].CO. No catalyst specified. The product is [Cl:25][C:20]1[CH:19]=[C:18]([CH:4]([CH2:5][CH:6]2[CH2:10][CH2:9][CH2:8][CH:7]2[O:11][CH:12]2[CH2:17][CH2:16][CH2:15][CH2:14][O:13]2)[C:3]([NH:31][C:29]([NH:28][CH3:27])=[O:30])=[O:26])[CH:23]=[CH:22][C:21]=1[Cl:24]. The yield is 0.118.